Dataset: Reaction yield outcomes from USPTO patents with 853,638 reactions. Task: Predict the reaction yield, written as a fraction of the theoretical maximum amount of product (1.0 means a 100% yield; for example, 0.34 means a 34% yield). (1) The reactants are [F:1][C:2]1[CH:7]=[CH:6][C:5]([N:8]2[CH2:13][CH2:12][NH:11][CH2:10][CH2:9]2)=[C:4]([C:14]([F:17])([F:16])[F:15])[CH:3]=1.[Cl:18][C:19]1[CH:24]=[CH:23][CH:22]=[CH:21][C:20]=1[S:25](Cl)(=[O:27])=[O:26].C(N(C(C)C)CC)(C)C. The catalyst is ClCCl. The product is [Cl:18][C:19]1[CH:24]=[CH:23][CH:22]=[CH:21][C:20]=1[S:25]([N:11]1[CH2:12][CH2:13][N:8]([C:5]2[CH:6]=[CH:7][C:2]([F:1])=[CH:3][C:4]=2[C:14]([F:16])([F:15])[F:17])[CH2:9][CH2:10]1)(=[O:27])=[O:26]. The yield is 0.733. (2) The reactants are [NH2:1][C:2]1[C:6]([C:7]#[N:8])=[CH:5][NH:4][N:3]=1.Br[CH2:10][CH:11]([CH3:13])[CH3:12].C(=O)([O-])[O-].[K+].[K+]. The catalyst is C(#N)C. The product is [NH2:1][C:2]1[C:6]([C:7]#[N:8])=[CH:5][N:4]([CH2:10][CH:11]([CH3:13])[CH3:12])[N:3]=1. The yield is 0.450.